Binary Classification. Given a miRNA mature sequence and a target amino acid sequence, predict their likelihood of interaction. From a dataset of Experimentally validated miRNA-target interactions with 360,000+ pairs, plus equal number of negative samples. (1) The miRNA is hsa-miR-5706 with sequence UUCUGGAUAACAUGCUGAAGCU. The protein sequence of the target gene is MAVTALAARTWLGVWGVRTMQARGFGSDQSENVDRGAGSIREAGGAFGKREQAEEERYFRAQSREQLAALKKHHEEEIVHHKKEIERLQKEIERHKQKIKMLKHDD. Result: 0 (no interaction). (2) The miRNA is hsa-miR-6767-3p with sequence CCACGUGCUUCUCUUUCCGCAG. The protein sequence of the target gene is MWRCGGRQGLCVLRRLSGGHAHHRAWRWNSNRACERALQYKLGDKIHGFTVNQVTSVPELFLTAVKLTHDDTGARYLHLAREDTNNLFSVQFRTTPMDSTGVPHILEHTVLCGSQKYPCRDPFFKMLNRSLSTFMNAFTASDYTLYPFSTQNPKDFQNLLSVYLDATFFPCLRELDFWQEGWRLEHENPSDPQTPLVFKGVVFNEMKGAFTDNERIFSQHLQNRLLPDHTYSVVSGGDPLCIPELTWEQLKQFHATHYHPSNARFFTYGNFPLEQHLKQIHEEALSKFQKIEPSTVVPAQ.... Result: 0 (no interaction).